From a dataset of Full USPTO retrosynthesis dataset with 1.9M reactions from patents (1976-2016). Predict the reactants needed to synthesize the given product. Given the product [F:1][C:2]1[CH:3]=[C:4]([CH:29]=[C:30]([N:32]2[CH2:37][CH2:36][CH2:35][CH2:34][CH2:33]2)[CH:31]=1)[C:5]([NH:7][C:8]1[C:17]2[C:12](=[CH:13][CH:14]=[CH:15][CH:16]=2)[C:11]([O:18][C:19]2[CH:24]=[CH:23][N:22]=[C:21]([N:38]3[CH2:43][CH2:42][CH:41]([OH:44])[CH2:40][CH2:39]3)[N:20]=2)=[CH:10][CH:9]=1)=[O:6], predict the reactants needed to synthesize it. The reactants are: [F:1][C:2]1[CH:3]=[C:4]([CH:29]=[C:30]([N:32]2[CH2:37][CH2:36][CH2:35][CH2:34][CH2:33]2)[CH:31]=1)[C:5]([NH:7][C:8]1[C:17]2[C:12](=[CH:13][CH:14]=[CH:15][CH:16]=2)[C:11]([O:18][C:19]2[CH:24]=[CH:23][N:22]=[C:21](S(C)(=O)=O)[N:20]=2)=[CH:10][CH:9]=1)=[O:6].[NH:38]1[CH2:43][CH2:42][CH:41]([OH:44])[CH2:40][CH2:39]1.